Dataset: Forward reaction prediction with 1.9M reactions from USPTO patents (1976-2016). Task: Predict the product of the given reaction. (1) Given the reactants [C:1]([C:3]1[C:4]([C:24]2[C:32]3[C:27](=[N:28][CH:29]=[C:30]([C:33]([F:36])([F:35])[F:34])[CH:31]=3)[N:26]([S:37]([C:40]3[CH:46]=[CH:45][C:43]([CH3:44])=[CH:42][CH:41]=3)(=[O:39])=[O:38])[CH:25]=2)=[N:5][C:6]([NH:9][C@@H:10]2[CH2:15][CH2:14][CH2:13][C@H:12]([NH:16]C(=O)OC(C)(C)C)[CH2:11]2)=[N:7][CH:8]=1)#[N:2].C(Cl)Cl, predict the reaction product. The product is: [NH2:16][C@@H:12]1[CH2:13][CH2:14][CH2:15][C@H:10]([NH:9][C:6]2[N:5]=[C:4]([C:24]3[C:32]4[C:27](=[N:28][CH:29]=[C:30]([C:33]([F:36])([F:34])[F:35])[CH:31]=4)[N:26]([S:37]([C:40]4[CH:41]=[CH:42][C:43]([CH3:44])=[CH:45][CH:46]=4)(=[O:38])=[O:39])[CH:25]=3)[C:3]([C:1]#[N:2])=[CH:8][N:7]=2)[CH2:11]1. (2) Given the reactants [BrH:1].C([N:9]1[CH2:14][C@@H:13]([CH2:15][OH:16])[C@H:12]([C:17]2[CH:22]=[CH:21][C:20]([OH:23])=[CH:19][CH:18]=2)[C@@H:11]([OH:24])[CH2:10]1)C1C=CC=CC=1, predict the reaction product. The product is: [BrH:1].[OH:16][CH2:15][C@@H:13]1[CH2:14][NH:9][CH2:10][C@H:11]([OH:24])[C@H:12]1[C:17]1[CH:22]=[CH:21][C:20]([OH:23])=[CH:19][CH:18]=1. (3) Given the reactants [H-].[Na+].[SH:3][CH2:4][C:5]([O:7][CH3:8])=[O:6].[H][H].[Br:11][C:12]1[CH:19]=[CH:18][C:15]([CH:16]=O)=[C:14](F)[CH:13]=1, predict the reaction product. The product is: [Br:11][C:12]1[CH:19]=[CH:18][C:15]2[CH:16]=[C:4]([C:5]([O:7][CH3:8])=[O:6])[S:3][C:14]=2[CH:13]=1. (4) Given the reactants [Br:1]N1C(=O)CCC1=O.[CH3:9][O:10][C:11]1[CH:12]=[C:13]2[C:18](=[CH:19][CH:20]=1)[N:17]=[CH:16][CH:15]=[C:14]2[CH3:21].O.[OH-].[Na+], predict the reaction product. The product is: [Br:1][C:12]1[C:11]([O:10][CH3:9])=[CH:20][CH:19]=[C:18]2[C:13]=1[C:14]([CH3:21])=[CH:15][CH:16]=[N:17]2. (5) Given the reactants [Cl-].[CH3:2][O:3]C[P+](C1C=CC=CC=1)(C1C=CC=CC=1)C1C=CC=CC=1.CC([O-])(C)C.[K+].[CH3:30][N:31]([CH:33]([C:42]1[CH:47]=[CH:46][CH:45]=[C:44]([F:48])[CH:43]=1)[CH:34]1[CH2:39][CH2:38][CH:37]([CH:40]=O)[CH2:36][CH2:35]1)[CH3:32].Cl, predict the reaction product. The product is: [CH3:30][N:31]([CH:33]([C:42]1[CH:47]=[CH:46][CH:45]=[C:44]([F:48])[CH:43]=1)[CH:34]1[CH2:39][CH2:38][CH:37]([CH2:40][CH:2]=[O:3])[CH2:36][CH2:35]1)[CH3:32]. (6) Given the reactants [NH2:1][C:2]1[C:6]2[C:7]([O:11][CH2:12][C:13]3[CH:18]=[CH:17][CH:16]=[CH:15][CH:14]=3)=[N:8][CH:9]=[CH:10][C:5]=2[N:4]([C:19]2([CH2:32][C:33]#[N:34])[CH2:24][CH2:23][N:22]([C:25]([O:27][C:28]([CH3:31])([CH3:30])[CH3:29])=[O:26])[CH2:21][CH2:20]2)[N:3]=1.Br[C:36]1[CH:41]=[CH:40][N:39]=[C:38]([F:42])[CH:37]=1.C(P(C(C)(C)C)C1C=CC=CC=1C1C(C(C)C)=CC(C(C)C)=CC=1C(C)C)(C)(C)C.C([O-])(=O)C.[K+], predict the reaction product. The product is: [CH2:12]([O:11][C:7]1[C:6]2[C:2]([NH:1][C:36]3[CH:41]=[CH:40][N:39]=[C:38]([F:42])[CH:37]=3)=[N:3][N:4]([C:19]3([CH2:32][C:33]#[N:34])[CH2:24][CH2:23][N:22]([C:25]([O:27][C:28]([CH3:29])([CH3:30])[CH3:31])=[O:26])[CH2:21][CH2:20]3)[C:5]=2[CH:10]=[CH:9][N:8]=1)[C:13]1[CH:14]=[CH:15][CH:16]=[CH:17][CH:18]=1. (7) Given the reactants [CH3:1][O:2][C:3]1[CH:8]=[CH:7][C:6]([CH:9]2[CH2:14][CH2:13][N:12]([C:15]([O:17][C:18]([CH3:21])([CH3:20])[CH3:19])=[O:16])[CH2:11][CH:10]2[O:22][CH2:23][CH2:24][O:25]S(C2C=CC(C)=CC=2)(=O)=O)=[CH:5][CH:4]=1.O[C:37]1[CH:42]=[CH:41][CH:40]=[CH:39][C:38]=1[CH2:43][CH2:44][NH:45][C:46](=[O:48])[CH3:47], predict the reaction product. The product is: [C:46]([NH:45][CH2:44][CH2:43][C:38]1[CH:39]=[CH:40][CH:41]=[CH:42][C:37]=1[O:25][CH2:24][CH2:23][O:22][CH:10]1[CH:9]([C:6]2[CH:5]=[CH:4][C:3]([O:2][CH3:1])=[CH:8][CH:7]=2)[CH2:14][CH2:13][N:12]([C:15]([O:17][C:18]([CH3:19])([CH3:21])[CH3:20])=[O:16])[CH2:11]1)(=[O:48])[CH3:47].